Dataset: Full USPTO retrosynthesis dataset with 1.9M reactions from patents (1976-2016). Task: Predict the reactants needed to synthesize the given product. The reactants are: [F:1][C:2]([F:13])([CH:6]1[CH2:11][CH2:10][CH:9]([F:12])[CH2:8][CH2:7]1)[C:3]([OH:5])=O.P(Cl)(Cl)(Cl)=O.Cl.[NH2:20][CH2:21][C:22]1[CH:23]=[C:24]2[C:28](=[CH:29][CH:30]=1)[C:27](=[O:31])[N:26]([CH:32]1[CH2:37][CH2:36][C:35](=[O:38])[NH:34][C:33]1=[O:39])[CH2:25]2.C(=O)(O)[O-].[Na+]. Given the product [O:39]=[C:33]1[CH:32]([N:26]2[CH2:25][C:24]3[C:28](=[CH:29][CH:30]=[C:22]([CH2:21][NH:20][C:3](=[O:5])[C:2]([F:1])([F:13])[CH:6]4[CH2:11][CH2:10][CH:9]([F:12])[CH2:8][CH2:7]4)[CH:23]=3)[C:27]2=[O:31])[CH2:37][CH2:36][C:35](=[O:38])[NH:34]1, predict the reactants needed to synthesize it.